From a dataset of Full USPTO retrosynthesis dataset with 1.9M reactions from patents (1976-2016). Predict the reactants needed to synthesize the given product. Given the product [C:29]([O:28][C:26](=[O:27])[NH:14][C@@H:15]([CH2:16][C:17]1[CH:22]=[CH:21][CH:20]=[CH:19][CH:18]=1)[C:23]([N:2]1[CH2:3][CH:4]([OH:6])[CH2:5][O:1]1)=[O:24])([CH3:32])([CH3:30])[CH3:31], predict the reactants needed to synthesize it. The reactants are: [O:1]1[CH2:5][CH:4]([OH:6])[CH2:3][NH:2]1.O=C1CCC(=O)N1[N:14]([C:26]([O:28][C:29]([CH3:32])([CH3:31])[CH3:30])=[O:27])[C@H:15]([C:23]([O-])=[O:24])[CH2:16][C:17]1[CH:22]=[CH:21][CH:20]=[CH:19][CH:18]=1.C(N(CC)C(C)C)(C)C.